Dataset: Forward reaction prediction with 1.9M reactions from USPTO patents (1976-2016). Task: Predict the product of the given reaction. The product is: [C:1]([O:5][C:6]([N:8]1[CH2:9][CH2:10][CH:11]([CH:14]([NH2:15])[C:22]2[CH:27]=[CH:26][C:25]([F:28])=[C:24]([O:29][C:31]3[CH:36]=[CH:35][CH:34]=[CH:33][CH:32]=3)[C:23]=2[F:30])[CH2:12][CH2:13]1)=[O:7])([CH3:3])([CH3:4])[CH3:2]. Given the reactants [C:1]([O:5][C:6]([N:8]1[CH2:13][CH2:12][CH:11]([CH:14]([C:22]2[CH:27]=[CH:26][C:25]([F:28])=[C:24]([OH:29])[C:23]=2[F:30])[NH:15]S(C(C)(C)C)=O)[CH2:10][CH2:9]1)=[O:7])([CH3:4])([CH3:3])[CH3:2].[C:31]1(B(O)O)[CH:36]=[CH:35][CH:34]=[CH:33][CH:32]=1.Cl, predict the reaction product.